From a dataset of NCI-60 drug combinations with 297,098 pairs across 59 cell lines. Regression. Given two drug SMILES strings and cell line genomic features, predict the synergy score measuring deviation from expected non-interaction effect. (1) Drug 1: COC1=C(C=C2C(=C1)N=CN=C2NC3=CC(=C(C=C3)F)Cl)OCCCN4CCOCC4. Drug 2: CN1C(=O)N2C=NC(=C2N=N1)C(=O)N. Cell line: NCI-H522. Synergy scores: CSS=35.4, Synergy_ZIP=5.83, Synergy_Bliss=5.68, Synergy_Loewe=-16.8, Synergy_HSA=1.85. (2) Drug 1: CC1=C(C(CCC1)(C)C)C=CC(=CC=CC(=CC(=O)O)C)C. Drug 2: COC1=NC(=NC2=C1N=CN2C3C(C(C(O3)CO)O)O)N. Cell line: MOLT-4. Synergy scores: CSS=79.2, Synergy_ZIP=1.07, Synergy_Bliss=1.00, Synergy_Loewe=2.70, Synergy_HSA=5.61. (3) Drug 1: C1=NC2=C(N1)C(=S)N=C(N2)N. Drug 2: CCN(CC)CCCC(C)NC1=C2C=C(C=CC2=NC3=C1C=CC(=C3)Cl)OC. Cell line: SF-295. Synergy scores: CSS=36.1, Synergy_ZIP=-6.22, Synergy_Bliss=-5.78, Synergy_Loewe=-7.35, Synergy_HSA=-1.96.